This data is from Reaction yield outcomes from USPTO patents with 853,638 reactions. The task is: Predict the reaction yield, written as a fraction of the theoretical maximum amount of product (1.0 means a 100% yield; for example, 0.34 means a 34% yield). The reactants are [Br:1][C:2]1[C:7]([CH2:8][CH3:9])=[CH:6][C:5]([OH:10])=[C:4]([F:11])[CH:3]=1.[CH2:12](Br)[C:13]1[CH:18]=[CH:17][CH:16]=[CH:15][CH:14]=1.C(=O)([O-])[O-].[K+].[K+]. The catalyst is CC(C)=O. The product is [CH2:12]([O:10][C:5]1[CH:6]=[C:7]([CH2:8][CH3:9])[C:2]([Br:1])=[CH:3][C:4]=1[F:11])[C:13]1[CH:18]=[CH:17][CH:16]=[CH:15][CH:14]=1. The yield is 0.760.